Dataset: Forward reaction prediction with 1.9M reactions from USPTO patents (1976-2016). Task: Predict the product of the given reaction. (1) Given the reactants Br[C:2]1[CH:3]=[C:4]([NH:10][S:11]([CH3:14])(=[O:13])=[O:12])[CH:5]=[CH:6][C:7]=1[O:8][CH3:9].[B:15]1([B:15]2[O:19][C:18]([CH3:21])([CH3:20])[C:17]([CH3:23])([CH3:22])[O:16]2)[O:19][C:18]([CH3:21])([CH3:20])[C:17]([CH3:23])([CH3:22])[O:16]1.CC([O-])=O.[K+].O, predict the reaction product. The product is: [CH3:9][O:8][C:7]1[CH:6]=[CH:5][C:4]([NH:10][S:11]([CH3:14])(=[O:13])=[O:12])=[CH:3][C:2]=1[B:15]1[O:19][C:18]([CH3:21])([CH3:20])[C:17]([CH3:23])([CH3:22])[O:16]1. (2) Given the reactants [Cl:1][C:2]1[N:3]=[CH:4][N:5](COCC[Si](C)(C)C)[C:6]=1[C:7]([NH:9][CH2:10][C:11]1[CH:16]=[CH:15][C:14]([Cl:17])=[C:13]([O:18][C:19]2[CH:24]=[C:23]([CH3:25])[CH:22]=[C:21]([Cl:26])[CH:20]=2)[C:12]=1[F:27])=[O:8].C(O)(C(F)(F)F)=O, predict the reaction product. The product is: [Cl:1][C:2]1[N:3]=[CH:4][NH:5][C:6]=1[C:7]([NH:9][CH2:10][C:11]1[CH:16]=[CH:15][C:14]([Cl:17])=[C:13]([O:18][C:19]2[CH:24]=[C:23]([CH3:25])[CH:22]=[C:21]([Cl:26])[CH:20]=2)[C:12]=1[F:27])=[O:8]. (3) Given the reactants [CH3:1][N:2]1[C:10]2[CH:9]3[CH2:11][CH2:12][CH:6]([CH2:7][CH2:8]3)[C:5]=2[C:4]([CH2:13][OH:14])=[N:3]1.CCOC(C)=O, predict the reaction product. The product is: [CH3:1][N:2]1[C:10]2[CH:9]3[CH2:11][CH2:12][CH:6]([CH2:7][CH2:8]3)[C:5]=2[C:4]([CH:13]=[O:14])=[N:3]1. (4) Given the reactants [C:1]([O:5][C:6]([N:8]1[C:16]2[C:11](=[CH:12][CH:13]=[C:14]([CH:17]=O)[CH:15]=2)[CH:10]=[C:9]1[C:19]1[CH:24]=[C:23]([C:25]2[CH:30]=[CH:29][N:28]=[CH:27][CH:26]=2)[N:22]=[N:21][C:20]=1[O:31][CH3:32])=[O:7])([CH3:4])([CH3:3])[CH3:2].[CH3:33][N:34]1[CH2:39][CH2:38][NH:37][CH2:36][CH2:35]1.C(O[BH-](OC(=O)C)OC(=O)C)(=O)C.[Na+].C([O-])(O)=O.[Na+].C(=O)=O, predict the reaction product. The product is: [C:1]([O:5][C:6]([N:8]1[C:16]2[C:11](=[CH:12][CH:13]=[C:14]([CH2:17][N:37]3[CH2:38][CH2:39][N:34]([CH3:33])[CH2:35][CH2:36]3)[CH:15]=2)[CH:10]=[C:9]1[C:19]1[CH:24]=[C:23]([C:25]2[CH:26]=[CH:27][N:28]=[CH:29][CH:30]=2)[N:22]=[N:21][C:20]=1[O:31][CH3:32])=[O:7])([CH3:2])([CH3:3])[CH3:4]. (5) The product is: [C:1]([O:5][C:6]([NH:8][C@@H:9]([CH2:20][C@@H:21]([OH:26])[CH2:22][N+:23]([O-:25])=[O:24])[C:10]([O:12][CH2:13][C:14]1[CH:19]=[CH:18][CH:17]=[CH:16][CH:15]=1)=[O:11])=[O:7])([CH3:4])([CH3:2])[CH3:3]. Given the reactants [C:1]([O:5][C:6]([NH:8][C@@H:9]([CH2:20][C:21](=[O:26])[CH2:22][N+:23]([O-:25])=[O:24])[C:10]([O:12][CH2:13][C:14]1[CH:19]=[CH:18][CH:17]=[CH:16][CH:15]=1)=[O:11])=[O:7])([CH3:4])([CH3:3])[CH3:2].CCC(C)[BH-](C(C)CC)C(C)CC.[Li+].[Cl-].[NH4+], predict the reaction product. (6) Given the reactants Br[C:2]1[S:6][C:5]([S:7]([NH:10][C:11]2[CH:16]=[CH:15][CH:14]=[C:13]([C:17]3[NH:21][N:20]=[N:19][N:18]=3)[CH:12]=2)(=[O:9])=[O:8])=[CH:4][CH:3]=1.[C:22]1([CH3:31])[CH:27]=[CH:26][CH:25]=[CH:24][C:23]=1B(O)O, predict the reaction product. The product is: [CH3:31][C:22]1[CH:27]=[CH:26][CH:25]=[CH:24][C:23]=1[C:2]1[S:6][C:5]([S:7]([NH:10][C:11]2[CH:16]=[CH:15][CH:14]=[C:13]([C:17]3[NH:21][N:20]=[N:19][N:18]=3)[CH:12]=2)(=[O:9])=[O:8])=[CH:4][CH:3]=1.